This data is from Forward reaction prediction with 1.9M reactions from USPTO patents (1976-2016). The task is: Predict the product of the given reaction. (1) Given the reactants [CH3:1][N:2]1[C:11]2[C:6](=[CH:7][CH:8]=[C:9]([C:12]([F:15])([F:14])[F:13])[N:10]=2)[CH:5]=[C:4]([C:16]([O:18]CC)=[O:17])[C:3]1=[O:21].O.[OH-].[Li+].O.C(=O)([O-])O.[Na+], predict the reaction product. The product is: [CH3:1][N:2]1[C:11]2[C:6](=[CH:7][CH:8]=[C:9]([C:12]([F:15])([F:13])[F:14])[N:10]=2)[CH:5]=[C:4]([C:16]([OH:18])=[O:17])[C:3]1=[O:21]. (2) The product is: [Br:1][C:2]1[S:6][C:5]2[CH:7]=[C:8]([OH:11])[CH:9]=[CH:10][C:4]=2[C:3]=1[Br:18]. Given the reactants [Br:1][C:2]1[S:6][C:5]2[CH:7]=[C:8]([O:11]C(=O)C(C)(C)C)[CH:9]=[CH:10][C:4]=2[C:3]=1[Br:18].[OH-].[K+], predict the reaction product. (3) Given the reactants [O:1]1[CH:6]2[CH2:7][NH:8][CH2:9][CH:5]2[O:4][CH2:3][CH2:2]1.[C:10]([C:12]1[CH:13]=[C:14]([NH:18][C:19]2[C:28]3[C:23](=[CH:24][C:25]([O:34][CH3:35])=[C:26]([O:29][CH2:30][CH2:31][CH2:32]Cl)[CH:27]=3)[N:22]=[CH:21][N:20]=2)[CH:15]=[CH:16][CH:17]=1)#[CH:11].C([O-])([O-])=O.[K+].[K+], predict the reaction product. The product is: [C:10]([C:12]1[CH:13]=[C:14]([NH:18][C:19]2[C:28]3[C:23](=[CH:24][C:25]([O:34][CH3:35])=[C:26]([O:29][CH2:30][CH2:31][CH2:32][N:8]4[CH2:7][CH:6]5[O:1][CH2:2][CH2:3][O:4][CH:5]5[CH2:9]4)[CH:27]=3)[N:22]=[CH:21][N:20]=2)[CH:15]=[CH:16][CH:17]=1)#[CH:11]. (4) The product is: [F:1][C:2]1[CH:7]=[CH:6][CH:5]=[C:4]([F:8])[C:3]=1[N:9]1[C:14]2[N:15]=[C:16]([NH:42][CH:43]3[CH2:44][CH2:45][N:46]([C:49]([O:51][C:52]([CH3:55])([CH3:54])[CH3:53])=[O:50])[CH2:47][CH2:48]3)[N:17]=[C:18]([C:19]3[CH:20]=[C:21]([NH:26][C:27]([C:28]4[CH:33]=[CH:32][C:31]([CH3:34])=[C:30]([F:35])[CH:29]=4)=[O:36])[CH:22]=[CH:23][C:24]=3[CH3:25])[C:13]=2[CH2:12][NH:11][C:10]1=[O:41]. Given the reactants [F:1][C:2]1[CH:7]=[CH:6][CH:5]=[C:4]([F:8])[C:3]=1[N:9]1[C:14]2[N:15]=[C:16](S(C)(=O)=O)[N:17]=[C:18]([C:19]3[CH:20]=[C:21]([NH:26][C:27](=[O:36])[C:28]4[CH:33]=[CH:32][C:31]([CH3:34])=[C:30]([F:35])[CH:29]=4)[CH:22]=[CH:23][C:24]=3[CH3:25])[C:13]=2[CH2:12][NH:11][C:10]1=[O:41].[NH2:42][CH:43]1[CH2:48][CH2:47][N:46]([C:49]([O:51][C:52]([CH3:55])([CH3:54])[CH3:53])=[O:50])[CH2:45][CH2:44]1.C(N(CC)CC)C.O1CCOCC1, predict the reaction product. (5) The product is: [Br:15][C:6]1[CH:5]=[N:4][N:3]([CH2:1][CH3:2])[C:7]=1[C:8]1[CH:13]=[CH:12][C:11]([F:14])=[CH:10][CH:9]=1. Given the reactants [CH2:1]([N:3]1[C:7]([C:8]2[CH:13]=[CH:12][C:11]([F:14])=[CH:10][CH:9]=2)=[CH:6][CH:5]=[N:4]1)[CH3:2].[Br:15]N1C(=O)CCC1=O, predict the reaction product.